From a dataset of Forward reaction prediction with 1.9M reactions from USPTO patents (1976-2016). Predict the product of the given reaction. (1) Given the reactants [NH2:1][C:2]1[CH:7]=[CH:6][C:5]([C@@H:8]([N:10]2[CH2:15][CH2:14][N:13]([C:16]([C:18]3[CH:19]=[N:20][N:21]4[C:26]([C:27]([F:30])([F:29])[F:28])=[C:25]([CH3:31])[C:24]([C:32]5[CH:37]=[CH:36][C:35]([O:38][CH3:39])=[CH:34][CH:33]=5)=[N:23][C:22]=34)=[O:17])[C@H:12]([CH3:40])[CH2:11]2)[CH3:9])=[CH:4][CH:3]=1.[O-:41][C:42]#[N:43].[K+], predict the reaction product. The product is: [CH3:39][O:38][C:35]1[CH:34]=[CH:33][C:32]([C:24]2[C:25]([CH3:31])=[C:26]([C:27]([F:28])([F:30])[F:29])[N:21]3[N:20]=[CH:19][C:18]([C:16]([N:13]4[CH2:14][CH2:15][N:10]([C@H:8]([C:5]5[CH:6]=[CH:7][C:2]([NH:1][C:42]([NH2:43])=[O:41])=[CH:3][CH:4]=5)[CH3:9])[CH2:11][C@H:12]4[CH3:40])=[O:17])=[C:22]3[N:23]=2)=[CH:37][CH:36]=1. (2) Given the reactants [CH2:1]([C:3]1[C:11]([CH3:12])=[C:10]2[C:6]([C:7](=[O:13])[O:8][CH2:9]2)=[C:5]([O:14]CC[Si](C)(C)C)[C:4]=1[CH2:21][CH:22]=[C:23]([CH3:26])[CH:24]=O)[CH3:2].[CH2:27]([O:29][C:30](=[O:46])[CH:31]([N:33]([O:39][C:40]1[CH:45]=[CH:44][CH:43]=[CH:42][CH:41]=1)[PH:34]([CH2:36][CH2:37][NH2:38])=[O:35])[CH3:32])[CH3:28], predict the reaction product. The product is: [CH2:27]([O:29][C:30](=[O:46])[CH:31]([N:33]([O:39][C:40]1[CH:41]=[CH:42][CH:43]=[CH:44][CH:45]=1)[PH:34]([CH2:36][CH2:37][NH:38][CH2:26][C:23]([CH3:24])=[CH:22][CH2:21][C:4]1[C:5]([OH:14])=[C:6]2[C:10](=[C:11]([CH3:12])[C:3]=1[CH2:1][CH3:2])[CH2:9][O:8][C:7]2=[O:13])=[O:35])[CH3:32])[CH3:28]. (3) Given the reactants [Cl:1][C:2]1[C:7]([C:8]([F:11])([F:10])[F:9])=[CH:6][CH:5]=[CH:4][C:3]=1[C:12]([N:14]1[CH2:23][CH2:22][C:21]2[C:20]([C:24]3[N:28]([CH:29]4[CH2:34][CH2:33]CCO4)N=CC=3)=[N:19][C:18](C)=[N:17][C:16]=2[CH2:15]1)=[O:13].CC1N=C(C2N(C3CCCCO3)N=CC=2)C2CCN(C(OC(C)(C)C)=O)CC=2N=1, predict the reaction product. The product is: [Cl:1][C:2]1[C:7]([C:8]([F:9])([F:11])[F:10])=[CH:6][CH:5]=[CH:4][C:3]=1[C:12]([N:14]1[CH2:23][CH2:22][C:21]2[C:20]([C:24]3[NH:28][CH:29]=[CH:34][CH:33]=3)=[N:19][CH:18]=[N:17][C:16]=2[CH2:15]1)=[O:13]. (4) Given the reactants C([O:4][CH:5]1[CH2:28][N:27]([CH2:29][CH2:30][CH2:31][CH2:32][CH2:33][CH2:34][C:35]([O:37]CC)=[O:36])[C:8]2=[N:9][C:10]([C:20]3[CH:25]=[CH:24][C:23]([CH3:26])=[CH:22][CH:21]=3)=[C:11]([C:13]3[CH:18]=[CH:17][C:16]([CH3:19])=[CH:15][CH:14]=3)[N:12]=[C:7]2[CH:6]1[O:40]C(=O)C)(=O)C.[Li+].[OH-].Cl, predict the reaction product. The product is: [OH:4][CH:5]1[CH2:28][N:27]([CH2:29][CH2:30][CH2:31][CH2:32][CH2:33][CH2:34][C:35]([OH:37])=[O:36])[C:8]2=[N:9][C:10]([C:20]3[CH:25]=[CH:24][C:23]([CH3:26])=[CH:22][CH:21]=3)=[C:11]([C:13]3[CH:14]=[CH:15][C:16]([CH3:19])=[CH:17][CH:18]=3)[N:12]=[C:7]2[CH:6]1[OH:40]. (5) Given the reactants [Cl:1][C:2]1[CH:7]=[CH:6][C:5]([NH:8][C:9](=[O:33])[C:10]2[CH:15]=[CH:14][C:13]([O:16][Si](C(C)C)(C(C)C)C(C)C)=[CH:12][C:11]=2[NH:27][C:28](=O)[C:29]([CH3:31])=[CH2:30])=[CH:4][CH:3]=1, predict the reaction product. The product is: [Cl:1][C:2]1[CH:7]=[CH:6][C:5]([N:8]2[C:9](=[O:33])[C:10]3[C:11](=[CH:12][C:13]([OH:16])=[CH:14][CH:15]=3)[N:27]=[C:28]2[C:29]([CH3:31])=[CH2:30])=[CH:4][CH:3]=1. (6) Given the reactants [C:1](=[N:4][N:5]1[C:17]2[C:16]3[CH:15]=[CH:14][CH:13]=[CH:12][C:11]=3[N:10]=[CH:9][C:8]=2[N:7]=[C:6]1[CH2:18][CH2:19][CH3:20])([CH3:3])[CH3:2].[BH4-].[Na+], predict the reaction product. The product is: [CH:1]([NH:4][N:5]1[C:17]2[C:16]3[CH:15]=[CH:14][CH:13]=[CH:12][C:11]=3[N:10]=[CH:9][C:8]=2[N:7]=[C:6]1[CH2:18][CH2:19][CH3:20])([CH3:3])[CH3:2]. (7) The product is: [CH3:12][O:13][C:2]1[N:9]=[C:8]([CH3:10])[CH:7]=[C:6]([O:18][CH3:16])[C:3]=1[C:4]#[N:5]. Given the reactants Cl[C:2]1[N:9]=[C:8]([CH3:10])[CH:7]=[C:6](Cl)[C:3]=1[C:4]#[N:5].[CH3:12][O-:13].[Na+].C[C:16]([OH:18])=O, predict the reaction product. (8) Given the reactants [C:1](=[O:16])([S:14][CH3:15])[O:2][O:3][CH:4]([O:8][C:9](=[O:13])[CH:10]([CH3:12])C)[CH:5]([CH3:7])[CH3:6].[C:17](O)(=O)CCC, predict the reaction product. The product is: [C:1](=[O:16])([S:14][CH3:15])[O:2][O:3][CH:4]([O:8][C:9](=[O:13])[CH2:10][CH2:12][CH3:17])[CH:5]([CH3:6])[CH3:7].